Dataset: Forward reaction prediction with 1.9M reactions from USPTO patents (1976-2016). Task: Predict the product of the given reaction. (1) Given the reactants C1N=CN(C(N2C=NC=C2)=O)C=1.[NH2:13][C:14]1[CH:15]=[C:16]([CH:20]=[CH:21][C:22]=1[S:23][C:24]1[CH:29]=[CH:28][CH:27]=[CH:26][C:25]=1[C:30]([OH:32])=O)[C:17]([OH:19])=[O:18].O, predict the reaction product. The product is: [O:32]=[C:30]1[C:25]2[CH:26]=[CH:27][CH:28]=[CH:29][C:24]=2[S:23][C:22]2[CH:21]=[CH:20][C:16]([C:17]([OH:19])=[O:18])=[CH:15][C:14]=2[NH:13]1. (2) Given the reactants [CH3:1][C:2]1([CH3:29])[CH2:7][CH2:6][N:5]([C:8]2[N:13]3[N:14]=[C:15]([C:17]4[CH:22]=[CH:21][CH:20]=[CH:19][CH:18]=4)[N:16]=[C:12]3[N:11]=[C:10]([CH3:23])[C:9]=2[CH2:24][C:25]([O:27][CH3:28])=[O:26])[CH2:4][CH2:3]1.C[Si]([N-][Si](C)(C)C)(C)C.[K+].C1(C2[O:48]N2S(C2C=CC=CC=2)(=O)=O)C=CC=CC=1, predict the reaction product. The product is: [CH3:1][C:2]1([CH3:29])[CH2:7][CH2:6][N:5]([C:8]2[N:13]3[N:14]=[C:15]([C:17]4[CH:18]=[CH:19][CH:20]=[CH:21][CH:22]=4)[N:16]=[C:12]3[N:11]=[C:10]([CH3:23])[C:9]=2[CH:24]([OH:48])[C:25]([O:27][CH3:28])=[O:26])[CH2:4][CH2:3]1. (3) Given the reactants [Br:1][C:2]1[CH:7]=[CH:6][C:5]([CH2:8][C:9]([N:11]2[CH2:16][CH2:15][O:14][CH2:13][CH2:12]2)=[O:10])=[CH:4][CH:3]=1.CCN(CC)CC.C(Cl)[Cl:25], predict the reaction product. The product is: [Br:1][C:2]1[CH:7]=[CH:6][C:5]([CH2:8][C:9]([Cl:25])=[O:10])=[CH:4][CH:3]=1.[NH:11]1[CH2:16][CH2:15][O:14][CH2:13][CH2:12]1. (4) Given the reactants [CH3:1][C:2]1[CH:7]=[CH:6][N:5]=[C:4]([C:8]#[C:9][C:10]2[CH:15]=[CH:14][CH:13]=[CH:12][CH:11]=2)[CH:3]=1, predict the reaction product. The product is: [CH3:1][C:2]1[CH:7]=[CH:6][N:5]=[C:4]([CH2:8][CH2:9][C:10]2[CH:15]=[CH:14][CH:13]=[CH:12][CH:11]=2)[CH:3]=1. (5) Given the reactants Cl[C:2]1[N:7]=[C:6]([NH:8][C:9]2[NH:13][N:12]=[C:11]([CH:14]3[CH2:16][CH2:15]3)[CH:10]=2)[C:5]([F:17])=[CH:4][N:3]=1.[F:18][C:19]1[CH:20]=[CH:21][C:22]([C@@H:25](N)[CH3:26])=[N:23][CH:24]=1.CC[N:30](C(C)C)C(C)C, predict the reaction product. The product is: [F:17][C:5]1[C:4]([NH2:30])=[N:3][C@H:2]([NH:7][CH:25]([C:22]2[CH:21]=[CH:20][C:19]([F:18])=[CH:24][N:23]=2)[CH3:26])[N:8]([C:9]2[CH:10]=[C:11]([CH:14]3[CH2:16][CH2:15]3)[NH:12][N:13]=2)[CH:6]=1. (6) Given the reactants CCN(C(C)C)C(C)C.[N:10]1([N:16]2[CH:20]=[C:19]([C:21]([OH:23])=O)[N:18]=[N:17]2)[CH2:15][CH2:14][O:13][CH2:12][CH2:11]1.NN1CCOCC1.C1C=CC2N(O)N=NC=2C=1.CCN=C=NCCCN(C)C.Cl.[NH2:53][CH2:54][C:55]([N:57]1[CH2:62][CH2:61][CH:60]([O:63][C:64]2[CH:69]=[CH:68][CH:67]=[C:66]([C:70]([F:73])([F:72])[F:71])[CH:65]=2)[CH2:59][CH2:58]1)=[O:56], predict the reaction product. The product is: [O:56]=[C:55]([N:57]1[CH2:58][CH2:59][CH:60]([O:63][C:64]2[CH:69]=[CH:68][CH:67]=[C:66]([C:70]([F:73])([F:71])[F:72])[CH:65]=2)[CH2:61][CH2:62]1)[CH2:54][NH:53][C:21]([C:19]1[N:18]=[N:17][N:16]([N:10]2[CH2:11][CH2:12][O:13][CH2:14][CH2:15]2)[CH:20]=1)=[O:23]. (7) Given the reactants Br[C:2]1[C:3]([C:8]2[CH:13]=[CH:12][C:11]([C:14]#[C:15][C:16]3[CH:21]=[CH:20][CH:19]=[C:18]([CH3:22])[N:17]=3)=[CH:10][CH:9]=2)=[N:4][N:5]([CH3:7])[CH:6]=1.CC1(C)C(C)(C)OB([C:31]2[CH:32]=[N:33][NH:34][CH:35]=2)O1.C([O-])(O)=O.[Na+].C([O-])([O-])=O.[K+].[K+], predict the reaction product. The product is: [CH3:22][C:18]1[CH:19]=[CH:20][CH:21]=[C:16]([C:15]#[C:14][C:11]2[CH:12]=[CH:13][C:8]([C:3]3[C:2]([C:31]4[CH:32]=[N:33][NH:34][CH:35]=4)=[CH:6][N:5]([CH3:7])[N:4]=3)=[CH:9][CH:10]=2)[N:17]=1. (8) Given the reactants [CH3:1][O:2][C:3]1[CH:4]=[CH:5][C:6]([OH:23])=[C:7]([C:9](=[O:22])[CH2:10][C:11]([C:13]2[CH:18]=[CH:17][C:16]([N+:19]([O-:21])=[O:20])=[CH:15][CH:14]=2)=O)[CH:8]=1.S(=O)(=O)(O)O, predict the reaction product. The product is: [CH3:1][O:2][C:3]1[CH:8]=[C:7]2[C:6](=[CH:5][CH:4]=1)[O:23][C:11]([C:13]1[CH:14]=[CH:15][C:16]([N+:19]([O-:21])=[O:20])=[CH:17][CH:18]=1)=[CH:10][C:9]2=[O:22]. (9) Given the reactants [Cl:1][C:2]1[C:3]([S:8][C:9]2[CH:16]=[CH:15][C:12]([CH2:13][OH:14])=[CH:11][C:10]=2[N+:17]([O-])=O)=[N:4][CH:5]=[CH:6][N:7]=1.[Cl-].[NH4+], predict the reaction product. The product is: [NH2:17][C:10]1[CH:11]=[C:12]([CH:15]=[CH:16][C:9]=1[S:8][C:3]1[C:2]([Cl:1])=[N:7][CH:6]=[CH:5][N:4]=1)[CH2:13][OH:14]. (10) Given the reactants [I-].[CH2:2]([N+:4]1(C)[CH2:9][CH2:8][C:7](=[O:10])[CH2:6][CH2:5]1)[CH3:3].[CH2:12]([O:14][C@H:15]1[CH2:20]C[C@H](N)[CH2:17][CH2:16]1)[CH3:13].C(=O)([O-])[O-].[K+].[K+].O, predict the reaction product. The product is: [CH2:12]([O:14][C@H:15]1[CH2:20][CH2:3][C@H:2]([N:4]2[CH2:5][CH2:6][C:7](=[O:10])[CH2:8][CH2:9]2)[CH2:17][CH2:16]1)[CH3:13].